Task: Regression. Given a peptide amino acid sequence and an MHC pseudo amino acid sequence, predict their binding affinity value. This is MHC class I binding data.. Dataset: Peptide-MHC class I binding affinity with 185,985 pairs from IEDB/IMGT (1) The peptide sequence is DIVGGLFTY. The MHC is HLA-B51:01 with pseudo-sequence HLA-B51:01. The binding affinity (normalized) is 0.0847. (2) The MHC is HLA-A02:01 with pseudo-sequence HLA-A02:01. The peptide sequence is STCYVFGLY. The binding affinity (normalized) is 0.230. (3) The peptide sequence is YQAVVPLVY. The MHC is HLA-B40:01 with pseudo-sequence HLA-B40:01. The binding affinity (normalized) is 0.397. (4) The peptide sequence is VTRGAVLMY. The MHC is HLA-A26:01 with pseudo-sequence HLA-A26:01. The binding affinity (normalized) is 0.493. (5) The peptide sequence is SEVLEIPLI. The MHC is H-2-Kk with pseudo-sequence H-2-Kk. The binding affinity (normalized) is 0.809. (6) The peptide sequence is EDFEIFYNL. The MHC is HLA-B40:01 with pseudo-sequence HLA-B40:01. The binding affinity (normalized) is 0.213.